From a dataset of Full USPTO retrosynthesis dataset with 1.9M reactions from patents (1976-2016). Predict the reactants needed to synthesize the given product. (1) The reactants are: [O:1]1[CH2:6][CH2:5][N:4]([C:7](=[O:33])[CH2:8][C@@H:9]([N:18]2[C:22]([C:23]3[CH:28]=[CH:27][CH:26]=[CH:25][CH:24]=3)=[C:21]([C:29]([O:31]C)=[O:30])[N:20]=[CH:19]2)[CH2:10][CH2:11][C:12]2[CH:17]=[CH:16][CH:15]=[CH:14][CH:13]=2)[CH2:3][CH2:2]1.[OH-].[Li+].O.Cl. Given the product [O:1]1[CH2:6][CH2:5][N:4]([C:7](=[O:33])[CH2:8][C@@H:9]([N:18]2[C:22]([C:23]3[CH:28]=[CH:27][CH:26]=[CH:25][CH:24]=3)=[C:21]([C:29]([OH:31])=[O:30])[N:20]=[CH:19]2)[CH2:10][CH2:11][C:12]2[CH:13]=[CH:14][CH:15]=[CH:16][CH:17]=2)[CH2:3][CH2:2]1, predict the reactants needed to synthesize it. (2) Given the product [CH3:1][S:2][C:3]1[S:7][C:6]2=[N:8][C:9]([C:11]3[O:12][C:13]4[CH:19]=[CH:18][CH:17]=[C:16]([O:20][CH2:30][C@@H:29]5[CH2:32][CH2:33][CH2:34][N:28]5[C:21]([O:23][C:24]([CH3:25])([CH3:27])[CH3:26])=[O:22])[C:14]=4[N:15]=3)=[CH:10][N:5]2[N:4]=1, predict the reactants needed to synthesize it. The reactants are: [CH3:1][S:2][C:3]1[S:7][C:6]2=[N:8][C:9]([C:11]3[O:12][C:13]4[C:14](=[C:16]([OH:20])[CH:17]=[CH:18][CH:19]=4)[N:15]=3)=[CH:10][N:5]2[N:4]=1.[C:21]([N:28]1[CH2:34][CH2:33][CH2:32][C@H:29]1[CH2:30]O)([O:23][C:24]([CH3:27])([CH3:26])[CH3:25])=[O:22].C1(P(C2C=CC=CC=2)C2C=CC=CC=2)C=CC=CC=1.CC(OC(/N=N/C(OC(C)C)=O)=O)C. (3) Given the product [N+:13]([C:8]1[CH:9]=[CH:10][CH:11]=[CH:12][C:7]=1[C:4]1[CH:5]=[CH:6][N:2]([O:1][C:18](=[O:19])[N:17]([CH3:16])[C:21]2[CH:26]=[CH:25][CH:24]=[CH:23][CH:22]=2)[N:3]=1)([O-:15])=[O:14], predict the reactants needed to synthesize it. The reactants are: [OH:1][N:2]1[CH:6]=[CH:5][C:4]([C:7]2[CH:12]=[CH:11][CH:10]=[CH:9][C:8]=2[N+:13]([O-:15])=[O:14])=[N:3]1.[CH3:16][N:17]([C:21]1[CH:26]=[CH:25][CH:24]=[CH:23][CH:22]=1)[C:18](Cl)=[O:19]. (4) Given the product [CH3:17][C:18]1[CH:27]=[C:26]([CH2:28][O:29][C:30]2[CH:31]=[CH:32][C:33]([NH:34][S:13]([CH:8]3[CH2:9][CH2:10][CH2:11][CH2:12][C:4]43[NH:3][C:2](=[O:1])[NH:6][C:5]4=[O:7])(=[O:15])=[O:14])=[CH:35][CH:36]=2)[C:25]2[C:20](=[CH:21][CH:22]=[CH:23][CH:24]=2)[N:19]=1, predict the reactants needed to synthesize it. The reactants are: [O:1]=[C:2]1[NH:6][C:5](=[O:7])[C:4]2([CH2:12][CH2:11][CH2:10][CH2:9][CH:8]2[S:13](Cl)(=[O:15])=[O:14])[NH:3]1.[CH3:17][C:18]1[CH:27]=[C:26]([CH2:28][O:29][C:30]2[CH:36]=[CH:35][C:33]([NH2:34])=[CH:32][CH:31]=2)[C:25]2[C:20](=[CH:21][CH:22]=[CH:23][CH:24]=2)[N:19]=1.C(N(CC)CC)C.OP([O-])(O)=O.[K+]. (5) Given the product [Cl:1][C:2]1[CH:7]=[CH:6][C:5](/[CH:8]=[CH:9]/[C:10]([O:12][C:13]2[CH:14]=[CH:15][C:16]([O:19][CH2:35][CH2:34][CH2:33][O:32][C:30](=[O:31])[CH:29]=[CH2:28])=[CH:17][CH:18]=2)=[O:11])=[CH:4][CH:3]=1, predict the reactants needed to synthesize it. The reactants are: [Cl:1][C:2]1[CH:7]=[CH:6][C:5](/[CH:8]=[CH:9]/[C:10]([O:12][C:13]2[CH:18]=[CH:17][C:16]([OH:19])=[CH:15][CH:14]=2)=[O:11])=[CH:4][CH:3]=1.COC1C=CC(/[CH:28]=[CH:29]/[C:30]([O:32][C:33]2C=CC(O)=[CH:35][CH:34]=2)=[O:31])=CC=1.